This data is from Reaction yield outcomes from USPTO patents with 853,638 reactions. The task is: Predict the reaction yield, written as a fraction of the theoretical maximum amount of product (1.0 means a 100% yield; for example, 0.34 means a 34% yield). (1) The reactants are C(=O)(OC(C)(C)C)[O:2][C:3]1[N:7]([C:8]2[CH:13]=[CH:12][CH:11]=[CH:10][N:9]=2)[N:6]=[C:5]([C:14]2[CH:19]=[CH:18][CH:17]=[CH:16][C:15]=2[C:20]2[CH:25]=[CH:24][CH:23]=[C:22]([C:26]3[CH:31]=[CH:30][CH:29]=[CH:28][CH:27]=3)[CH:21]=2)[CH:4]=1.C(=O)(OC(C)(C)C)OC1N(C2C=CC=CN=2)N=C(C2C=CC(C3C=CC=CC=3)=CC=2)C=1. No catalyst specified. The product is [C:26]1([C:22]2[CH:21]=[C:20]([C:15]3[CH:16]=[CH:17][CH:18]=[CH:19][C:14]=3[C:5]3[CH:4]=[C:3]([OH:2])[N:7]([C:8]4[CH:13]=[CH:12][CH:11]=[CH:10][N:9]=4)[N:6]=3)[CH:25]=[CH:24][CH:23]=2)[CH:31]=[CH:30][CH:29]=[CH:28][CH:27]=1. The yield is 0.820. (2) The reactants are Cl[C:2]1[CH:7]=[C:6]([N:8]2[C:12]3[CH:13]=[C:14]([F:17])[CH:15]=[CH:16][C:11]=3[N:10]=[C:9]2[CH3:18])[N:5]=[C:4]([NH:19][C:20]2[CH:25]=[CH:24][C:23]([C:26]([F:29])([F:28])[F:27])=[CH:22][CH:21]=2)[N:3]=1.[OH-].[NH4+:31]. The yield is 0.850. The product is [F:17][C:14]1[CH:15]=[CH:16][C:11]2[N:10]=[C:9]([CH3:18])[N:8]([C:6]3[N:5]=[C:4]([NH:19][C:20]4[CH:25]=[CH:24][C:23]([C:26]([F:29])([F:28])[F:27])=[CH:22][CH:21]=4)[N:3]=[C:2]([NH2:31])[CH:7]=3)[C:12]=2[CH:13]=1. The catalyst is CS(C)=O. (3) The reactants are [CH:1]1([Mg]Br)[CH2:3][CH2:2]1.[CH2:6]([O:8][C:9]([C:11]1[C:12]([CH3:25])=[C:13]([C:18]([O:20][C:21]([CH3:24])([CH3:23])[CH3:22])=[O:19])[NH:14][C:15]=1[CH:16]=[O:17])=[O:10])[CH3:7]. The catalyst is O1CCCC1. The product is [CH2:6]([O:8][C:9]([C:11]1[C:12]([CH3:25])=[C:13]([C:18]([O:20][C:21]([CH3:24])([CH3:23])[CH3:22])=[O:19])[NH:14][C:15]=1[CH:16]([CH:1]1[CH2:3][CH2:2]1)[OH:17])=[O:10])[CH3:7]. The yield is 0.396. (4) The reactants are Cl[C:2]1[C:11]2[C:6](=[CH:7][CH:8]=[C:9]([C:12]([F:15])([F:14])[F:13])[CH:10]=2)[N:5]=[C:4]2[N:16]([C:20]3[CH:25]=[CH:24][CH:23]=[CH:22][N:21]=3)[N:17]=[C:18]([CH3:19])[C:3]=12.Cl.C([OH:29])C. No catalyst specified. The product is [CH3:19][C:18]1[C:3]2[C:2](=[O:29])[C:11]3[C:6](=[CH:7][CH:8]=[C:9]([C:12]([F:15])([F:14])[F:13])[CH:10]=3)[NH:5][C:4]=2[N:16]([C:20]2[CH:25]=[CH:24][CH:23]=[CH:22][N:21]=2)[N:17]=1. The yield is 0.760. (5) The reactants are [NH2:1][C:2]1[N:7]=[C:6]([CH3:8])[C:5]([CH2:9][NH:10][C:11](=[O:17])[O:12][C:13]([CH3:16])([CH3:15])[CH3:14])=[CH:4][C:3]=1Br.[CH3:19][N:20](C=O)C. The catalyst is [C-]#N.[C-]#N.[Zn+2].C1C=CC([P]([Pd]([P](C2C=CC=CC=2)(C2C=CC=CC=2)C2C=CC=CC=2)([P](C2C=CC=CC=2)(C2C=CC=CC=2)C2C=CC=CC=2)[P](C2C=CC=CC=2)(C2C=CC=CC=2)C2C=CC=CC=2)(C2C=CC=CC=2)C2C=CC=CC=2)=CC=1. The product is [NH2:1][C:2]1[N:7]=[C:6]([CH3:8])[C:5]([CH2:9][NH:10][C:11](=[O:17])[O:12][C:13]([CH3:16])([CH3:15])[CH3:14])=[CH:4][C:3]=1[C:19]#[N:20]. The yield is 0.720. (6) The reactants are [NH:1]1[C:5]2[CH:6]=[CH:7][CH:8]=[CH:9][C:4]=2[N:3]=[C:2]1[CH2:10][C:11]1[CH:16]=[CH:15][C:14]([C:17]([N:19]2[CH2:23][CH2:22][CH:21]([OH:24])[CH2:20]2)=[O:18])=[CH:13][CH:12]=1.C(N(C(C)C)CC)(C)C.[CH3:34][S:35](Cl)(=[O:37])=[O:36]. The catalyst is ClCCl. The product is [CH3:34][S:35]([O:24][CH:21]1[CH2:22][CH2:23][N:19]([C:17](=[O:18])[C:14]2[CH:13]=[CH:12][C:11]([CH2:10][C:2]3[NH:3][C:4]4[CH:9]=[CH:8][CH:7]=[CH:6][C:5]=4[N:1]=3)=[CH:16][CH:15]=2)[CH2:20]1)(=[O:37])=[O:36]. The yield is 0.620. (7) The reactants are [NH2:1][C:2]1[N:7]=[CH:6][C:5]([S:8][CH2:9][CH2:10][C:11]([O:13][CH3:14])=[O:12])=[CH:4][C:3]=1[O:15][C:16]1[CH:21]=[CH:20][C:19]([F:22])=[CH:18][CH:17]=1.Cl[C:24]1[CH:31]=[CH:30][C:27]([C:28]#[N:29])=[CH:26][N:25]=1.C(=O)([O-])[O-].[Cs+].[Cs+].C1(P(C2C=CC=CC=2)C2C3OC4C(=CC=CC=4P(C4C=CC=CC=4)C4C=CC=CC=4)C(C)(C)C=3C=CC=2)C=CC=CC=1. The catalyst is O1CCOCC1.C(OCC)(=O)C.O. The product is [C:28]([C:27]1[CH:30]=[CH:31][C:24]([NH:1][C:2]2[N:7]=[CH:6][C:5]([S:8][CH2:9][CH2:10][C:11]([O:13][CH3:14])=[O:12])=[CH:4][C:3]=2[O:15][C:16]2[CH:17]=[CH:18][C:19]([F:22])=[CH:20][CH:21]=2)=[N:25][CH:26]=1)#[N:29]. The yield is 0.530. (8) The reactants are C([N:8]1[CH2:13][CH2:12][N:11]([CH3:14])[CH:10]([CH2:15][F:16])[CH2:9]1)C1C=CC=CC=1. The catalyst is [Pd].CO. The product is [F:16][CH2:15][CH:10]1[CH2:9][NH:8][CH2:13][CH2:12][N:11]1[CH3:14]. The yield is 0.900.